Dataset: Forward reaction prediction with 1.9M reactions from USPTO patents (1976-2016). Task: Predict the product of the given reaction. (1) The product is: [OH:25][CH2:24][CH2:20][S:28]([CH2:5][C:6]([NH:9][C:10](=[O:16])[O:11][C:12]([CH3:15])([CH3:14])[CH3:13])([CH3:7])[CH3:8])(=[O:32])=[O:30]. Given the reactants OCCS[CH2:5][C:6]([NH:9][C:10](=[O:16])[O:11][C:12]([CH3:15])([CH3:14])[CH3:13])([CH3:8])[CH3:7].ClC1C=CC=[C:20]([C:24](OO)=[O:25])C=1.[S:28]([O-:32])([O-])(=[O:30])=S.[Na+].[Na+], predict the reaction product. (2) Given the reactants [CH3:1]C1[C@@H](OC([C@H](O)[C@@H](NC(C2C=CC=CC=2)=O)C2C=CC=CC=2)=O)C[C@]2(O)C(C)(C)C=1[C@@H](OC(C)=O)C([C@@]1(C)[C@H]([C@@H]2OC(C2C=CC=CC=2)=O)[C@]2(OC(C)=O)CO[C@@H]2C[C@@H]1O)=O.[CH3:63][C@@H:64]1[C@H:82]([OH:83])[C@@H:81]([CH3:84])[C:79](=[O:80])[C:78]([CH3:86])([CH3:85])[C@@H:77]([OH:87])[CH2:76][C:74](=[O:75])[O:73][C@H:72](/[C:88](/[CH3:96])=[CH:89]/[C:90]2[N:94]=[C:93]([CH3:95])[S:92][CH:91]=2)[CH2:71][C@@H:69]2[O:70][C@@H:68]2[CH2:67][CH2:66][CH2:65]1.C[C@H]1O[C@H]2[C@H](O)[C@@H](O)[C@H](O[C@@H]3C4C(=CC5OCOC=5C=4)[C@@H](C4C=C(OC)C(O)=C(OC)C=4)[C@@H]4[C@@H]3COC4=O)O[C@@H]2CO1, predict the reaction product. The product is: [CH3:63][C@@H:64]1[C@H:82]([OH:83])[C@@H:81]([CH3:84])[C:79](=[O:80])[C:78]([CH3:85])([CH3:86])[C@@H:77]([OH:87])[CH2:76][C:74](=[O:75])[O:73][C@H:72](/[C:88](/[CH3:96])=[CH:89]/[C:90]2[N:94]=[C:93]([CH3:95])[S:92][CH:91]=2)[CH2:71][C@@H:69]2[O:70][C@:68]2([CH3:1])[CH2:67][CH2:66][CH2:65]1. (3) The product is: [Cl:36][C:30]1[CH:31]=[CH:32][C:33]2[C:34](=[O:35])[C:25]3[C:23](=[O:24])[N:8]([CH2:6][C:25]4[CH:34]=[CH:33][C:53]([C:52](=[O:51])[N:8]([CH3:23])[CH3:6])=[CH:37][CH:26]=4)[N:39]=[C:37]([OH:38])[C:26]=3[NH:27][C:28]=2[CH:29]=1. Given the reactants C(O[C:6]([N:8]([C:23]([C:25]1[C:34](=[O:35])[C:33]2[C:28](=[CH:29][C:30]([Cl:36])=[CH:31][CH:32]=2)[NH:27][C:26]=1[C:37]([N:39]1CCCC1)=[O:38])=[O:24])NCC1C=CC(OC(=O)N(C)C)=CC=1)=O)(C)(C)C.CS(O)(=O)=O.C([O:51][CH2:52][CH3:53])C.O, predict the reaction product. (4) Given the reactants Cl[C:2]1[CH:3]=[C:4]([C:14]([NH:16][CH2:17][C:18]2[C:19](=[O:26])[NH:20][C:21]([CH3:25])=[CH:22][C:23]=2[CH3:24])=[O:15])[C:5]2[CH:10]=[N:9][N:8]([CH:11]([CH3:13])[CH3:12])[C:6]=2[N:7]=1.CC1(C)C(C)(C)OB([C:35]2[CH:36]=[C:37]3[C:41](=[CH:42][CH:43]=2)[NH:40][N:39]=[CH:38]3)O1.C(=O)([O-])[O-].[Na+].[Na+], predict the reaction product. The product is: [CH3:24][C:23]1[CH:22]=[C:21]([CH3:25])[NH:20][C:19](=[O:26])[C:18]=1[CH2:17][NH:16][C:14]([C:4]1[C:5]2[CH:10]=[N:9][N:8]([CH:11]([CH3:13])[CH3:12])[C:6]=2[N:7]=[C:2]([C:35]2[CH:36]=[C:37]3[C:41](=[CH:42][CH:43]=2)[NH:40][N:39]=[CH:38]3)[CH:3]=1)=[O:15]. (5) Given the reactants [CH2:1]([O:3][C:4]([C:6]1[N:7]=[C:8]([NH:11][C:12]2[CH:17]=[CH:16][C:15]([O:18][CH3:19])=[C:14]([O:20][CH3:21])[CH:13]=2)[S:9][CH:10]=1)=[O:5])[CH3:2].Br.[Cl:23][C:24]1[CH:32]=[CH:31][CH:30]=[CH:29][C:25]=1[C:26](Cl)=[O:27].CCN(CC)CC, predict the reaction product. The product is: [CH2:1]([O:3][C:4]([C:6]1[N:7]=[C:8]([N:11]([C:26](=[O:27])[C:25]2[CH:29]=[CH:30][CH:31]=[CH:32][C:24]=2[Cl:23])[C:12]2[CH:17]=[CH:16][C:15]([O:18][CH3:19])=[C:14]([O:20][CH3:21])[CH:13]=2)[S:9][CH:10]=1)=[O:5])[CH3:2]. (6) Given the reactants Cl[C:2]1[C:7]([C:8](OCC)=[O:9])=[C:6]([CH3:13])[N:5]=[C:4]([Cl:14])[CH:3]=1.O.[NH2:16][NH2:17], predict the reaction product. The product is: [Cl:14][C:4]1[N:5]=[C:6]([CH3:13])[C:7]2[C:8](=[O:9])[NH:16][NH:17][C:2]=2[CH:3]=1. (7) Given the reactants [CH2:1]([N:8]1[CH2:13][CH2:12][CH2:11][C@@H:10]([OH:14])[CH2:9]1)[C:2]1[CH:7]=[CH:6][CH:5]=[CH:4][CH:3]=1.[CH2:15]([N:18]=[C:19]=[O:20])[CH:16]=[CH2:17], predict the reaction product. The product is: [CH2:15]([NH:18][C:19]([O:14][CH:10]1[CH2:11][CH2:12][CH2:13][N:8]([CH2:1][C:2]2[CH:3]=[CH:4][CH:5]=[CH:6][CH:7]=2)[CH2:9]1)=[O:20])[CH:16]=[CH2:17]. (8) Given the reactants [CH3:1][C@@:2]12[C@H:11]3[CH2:12][CH2:13][C@@:14]4([CH3:20])[C@H:18]([C@@H:10]3[CH2:9][CH:8]=[C:7]1[N:6]([C:21]([O:23][C:24]([CH3:27])([CH3:26])[CH3:25])=[O:22])[C:5](=[O:28])[CH2:4][CH2:3]2)[CH2:17][CH2:16][C:15]4=[O:19].[O:29](S(C(F)(F)F)(=O)=O)[S:30]([C:33]([F:36])([F:35])[F:34])(=O)=[O:31].C(N(CC)CC)C.O, predict the reaction product. The product is: [CH3:1][C@@:2]12[C@H:11]3[CH2:12][CH2:13][C@@:14]4([CH3:20])[C@H:18]([C@@H:10]3[CH2:9][CH:8]=[C:7]1[N:6]([C:21]([O:23][C:24]([CH3:27])([CH3:26])[CH3:25])=[O:22])[C:5](=[O:28])[CH2:4][CH2:3]2)[CH2:17][CH:16]=[C:15]4[O:19][S:30]([C:33]([F:36])([F:35])[F:34])(=[O:31])=[O:29]. (9) Given the reactants [CH2:1]([O:8][NH:9][C:10]([C:12]1[C:13](Cl)=[N:14][C:15]([Cl:19])=[C:16]([F:18])[CH:17]=1)=[O:11])[C:2]1[CH:7]=[CH:6][CH:5]=[CH:4][CH:3]=1.[H-].[Na+].[CH3:23][O:24][C:25]1[CH:30]=[CH:29][C:28]([N:31]=[C:32]=[O:33])=[CH:27][CH:26]=1, predict the reaction product. The product is: [CH2:1]([O:8][N:9]1[C:10](=[O:11])[C:12]2[CH:17]=[C:16]([F:18])[C:15]([Cl:19])=[N:14][C:13]=2[N:31]([C:28]2[CH:27]=[CH:26][C:25]([O:24][CH3:23])=[CH:30][CH:29]=2)[C:32]1=[O:33])[C:2]1[CH:7]=[CH:6][CH:5]=[CH:4][CH:3]=1.